Dataset: Reaction yield outcomes from USPTO patents with 853,638 reactions. Task: Predict the reaction yield, written as a fraction of the theoretical maximum amount of product (1.0 means a 100% yield; for example, 0.34 means a 34% yield). The product is [Br:23][C:17]1[CH:18]=[CH:19][N:14]2[N:13]=[CH:12][C:11]([C:5]3[CH:4]=[C:3]([O:2][CH3:1])[CH:8]=[C:7]([O:9][CH3:10])[CH:6]=3)=[C:15]2[N:16]=1. The yield is 0.650. The reactants are [CH3:1][O:2][C:3]1[CH:4]=[C:5]([C:11]2[CH:12]=[N:13][N:14]3[CH:19]=[CH:18][C:17](=O)[NH:16][C:15]=23)[CH:6]=[C:7]([O:9][CH3:10])[CH:8]=1.P(Br)(Br)([Br:23])=O.C([O-])(O)=O.[Na+]. The catalyst is C1(C)C=CC=CC=1.